Dataset: Aqueous solubility values for 9,982 compounds from the AqSolDB database. Task: Regression/Classification. Given a drug SMILES string, predict its absorption, distribution, metabolism, or excretion properties. Task type varies by dataset: regression for continuous measurements (e.g., permeability, clearance, half-life) or binary classification for categorical outcomes (e.g., BBB penetration, CYP inhibition). For this dataset (solubility_aqsoldb), we predict Y. (1) The compound is CCCCN(C(N)=O)c1ccccc1. The Y is -1.30 log mol/L. (2) The molecule is Clc1ccc(-c2ccc(Cl)c(Cl)c2)cc1. The Y is -6.55 log mol/L.